From a dataset of Catalyst prediction with 721,799 reactions and 888 catalyst types from USPTO. Predict which catalyst facilitates the given reaction. (1) Reactant: [CH:1]1([NH:4][C:5]2[C:6]([NH2:11])=[CH:7][CH:8]=[CH:9][CH:10]=2)[CH2:3][CH2:2]1.C(N(CC)CC)C.Cl[C:20](=[O:31])[CH2:21][CH2:22][CH2:23][CH2:24][CH2:25][CH2:26][C:27]([O:29][CH3:30])=[O:28]. Product: [CH:1]1([NH:4][C:5]2[CH:10]=[CH:9][CH:8]=[CH:7][C:6]=2[NH:11][C:20](=[O:31])[CH2:21][CH2:22][CH2:23][CH2:24][CH2:25][CH2:26][C:27]([O:29][CH3:30])=[O:28])[CH2:3][CH2:2]1. The catalyst class is: 39. (2) Reactant: C(OC([N:8]1[CH2:13][CH2:12][N:11]([C:14]2[CH:22]=[CH:21][CH:20]=[C:19]3[C:15]=2[CH2:16][C:17](=[O:31])[N:18]3[CH2:23][C:24]2[CH:29]=[CH:28][CH:27]=[C:26]([F:30])[CH:25]=2)[CH2:10][CH2:9]1)=O)(C)(C)C.Cl.CCO.C(OCC)C. Product: [F:30][C:26]1[CH:25]=[C:24]([CH:29]=[CH:28][CH:27]=1)[CH2:23][N:18]1[C:19]2[C:15](=[C:14]([N:11]3[CH2:10][CH2:9][NH:8][CH2:13][CH2:12]3)[CH:22]=[CH:21][CH:20]=2)[CH2:16][C:17]1=[O:31]. The catalyst class is: 14. (3) Reactant: [CH2:1]([O:3][C:4]1[CH:5]=[C:6]([CH:10]=[CH:11][N:12]=1)[C:7]([OH:9])=O)[CH3:2].CN(C(ON1N=NC2C=CC=NC1=2)=[N+](C)C)C.F[P-](F)(F)(F)(F)F.C(N(C(C)C)C(C)C)C.[O:46]1[CH2:51][CH2:50][O:49][CH2:48][CH:47]1[C:52]1[C:60]2[S:59][C:58]([NH2:61])=[N:57][C:56]=2[C:55]([O:62][CH3:63])=[CH:54][CH:53]=1. Product: [O:46]1[CH2:51][CH2:50][O:49][CH2:48][CH:47]1[C:52]1[C:60]2[S:59][C:58]([NH:61][C:7](=[O:9])[C:6]3[CH:10]=[CH:11][N:12]=[C:4]([O:3][CH2:1][CH3:2])[CH:5]=3)=[N:57][C:56]=2[C:55]([O:62][CH3:63])=[CH:54][CH:53]=1. The catalyst class is: 396. (4) Reactant: N(C(OC(C)C)=O)=NC(OC(C)C)=O.[C:15]([O:19][C:20](=[O:35])[NH:21][C@H:22]([C:26]([N:28]1[CH2:33][CH2:32][CH:31]([OH:34])[CH2:30][CH2:29]1)=[O:27])[CH:23]([CH3:25])[CH3:24])([CH3:18])([CH3:17])[CH3:16].O[C:37]1[CH:42]=[CH:41][C:40]([CH3:43])=[CH:39][N:38]=1.C1(P(C2C=CC=CC=2)C2C=CC=CC=2)C=CC=CC=1. Product: [C:15]([O:19][C:20](=[O:35])[NH:21][C@H:22]([C:26]([N:28]1[CH2:33][CH2:32][CH:31]([O:34][C:37]2[CH:42]=[CH:41][C:40]([CH3:43])=[CH:39][N:38]=2)[CH2:30][CH2:29]1)=[O:27])[CH:23]([CH3:25])[CH3:24])([CH3:17])([CH3:18])[CH3:16]. The catalyst class is: 11. (5) Reactant: [C:1]([O:5][C:6](=[O:17])[N:7]([C:9]1[CH:14]=[C:13]([NH:15][NH2:16])[N:12]=[CH:11][N:10]=1)[CH3:8])([CH3:4])([CH3:3])[CH3:2].[CH2:18]([O:20][C:21](=[O:29])[C:22]([C:27]#[N:28])=[CH:23]OCC)[CH3:19]. Product: [CH2:18]([O:20][C:21]([C:22]1[CH:23]=[N:16][N:15]([C:13]2[CH:14]=[C:9]([N:7]([C:6]([O:5][C:1]([CH3:4])([CH3:2])[CH3:3])=[O:17])[CH3:8])[N:10]=[CH:11][N:12]=2)[C:27]=1[NH2:28])=[O:29])[CH3:19]. The catalyst class is: 8. (6) The catalyst class is: 1. Product: [CH3:18][S:19]([O:1][CH2:2][CH2:3][N:4]1[C:8](=[O:9])[CH2:7][CH2:6][C:5]1=[O:10])(=[O:21])=[O:20]. Reactant: [OH:1][CH2:2][CH2:3][N:4]1[C:8](=[O:9])[CH2:7][CH2:6][C:5]1=[O:10].C(N(CC)CC)C.[CH3:18][S:19](Cl)(=[O:21])=[O:20]. (7) Reactant: Cl.[F:2][C:3]1[C:23]([CH2:24][N:25]2[CH2:29][CH2:28][CH2:27][CH2:26]2)=[CH:22][CH:21]=[CH:20][C:4]=1[O:5][C@H:6]1[CH2:9][C@H:8]([CH2:10][N:11](C)[C:12](=O)OC(C)(C)C)[CH2:7]1. Product: [F:2][C:3]1[C:23]([CH2:24][N:25]2[CH2:29][CH2:28][CH2:27][CH2:26]2)=[CH:22][CH:21]=[CH:20][C:4]=1[O:5][C@H:6]1[CH2:9][C@H:8]([CH2:10][NH:11][CH3:12])[CH2:7]1. The catalyst class is: 12.